This data is from Cav3 T-type calcium channel HTS with 100,875 compounds. The task is: Binary Classification. Given a drug SMILES string, predict its activity (active/inactive) in a high-throughput screening assay against a specified biological target. (1) The compound is O=C(Nc1cc2c(oc1=O)ccc(OC)c2)C1CCCCC1. The result is 0 (inactive). (2) The compound is Oc1c2c(n(c(=O)c1C(=O)NCCNCC)CC=C)cccc2. The result is 0 (inactive). (3) The drug is S(Cc1oc(cc1)C(OC)=O)c1sc(Nc2ccc(cc2)C)nn1. The result is 0 (inactive). (4) The compound is S1C(C(=O)N(CC(=O)N(C(C)C)C(C)C)c2c1cccc2)C. The result is 0 (inactive). (5) The drug is O(P(=O)(C(O)c1ccncc1)c1ccc(N(C)C)cc1)CCCC. The result is 0 (inactive). (6) The compound is s1c2CCCC\C(=N\O)c2cc1. The result is 0 (inactive). (7) The molecule is Fc1ccc(N2CCN(C3CC(=O)N(C3=O)Cc3ccc(N4CCCC4=O)cc3)CC2)cc1. The result is 0 (inactive). (8) The compound is S(=O)(=O)(N(C)C)c1ccc(cc1)C(=O)NCc1ccccc1. The result is 0 (inactive).